Dataset: Reaction yield outcomes from USPTO patents with 853,638 reactions. Task: Predict the reaction yield, written as a fraction of the theoretical maximum amount of product (1.0 means a 100% yield; for example, 0.34 means a 34% yield). (1) The reactants are [C:1]([O:5][C:6]([NH:8][CH2:9][C:10]1[C:11]([CH2:32][CH:33]([CH3:35])[CH3:34])=[N:12][C:13]2[C:18]([C:19]=1[C:20]1[CH:25]=[CH:24][C:23]([CH3:26])=[CH:22][CH:21]=1)=[CH:17][C:16]([C:27](=[CH2:31])C(O)=O)=[CH:15][CH:14]=2)=[O:7])([CH3:4])([CH3:3])[CH3:2].Cl.C(N=C=NCCC[N:45]([CH3:47])C)C.[NH4+].[OH:49]N1C2C=CC=CC=2N=N1.O. The catalyst is CN(C)C=O. The product is [NH2:45][C:47](=[O:49])/[CH:31]=[CH:27]/[C:16]1[CH:17]=[C:18]2[C:13](=[CH:14][CH:15]=1)[N:12]=[C:11]([CH2:32][CH:33]([CH3:34])[CH3:35])[C:10]([CH2:9][NH:8][C:6](=[O:7])[O:5][C:1]([CH3:2])([CH3:3])[CH3:4])=[C:19]2[C:20]1[CH:21]=[CH:22][C:23]([CH3:26])=[CH:24][CH:25]=1. The yield is 0.830. (2) The reactants are [CH3:1][S:2](Cl)(=[O:4])=[O:3].[CH3:6][O:7][C:8]1[CH:9]=[C:10]([CH:25]=[CH:26][C:27]=1[O:28][CH3:29])[O:11][CH:12]([C:17]1[CH:24]=[CH:23][C:20]([C:21]#[N:22])=[CH:19][CH:18]=1)[CH2:13][CH2:14][CH2:15][OH:16].C(N(CC)CC)C.O. The catalyst is C(Cl)Cl. The product is [CH3:1][S:2]([O:16][CH2:15][CH2:14][CH2:13][CH:12]([C:17]1[CH:18]=[CH:19][C:20]([C:21]#[N:22])=[CH:23][CH:24]=1)[O:11][C:10]1[CH:25]=[CH:26][C:27]([O:28][CH3:29])=[C:8]([O:7][CH3:6])[CH:9]=1)(=[O:4])=[O:3]. The yield is 1.00. (3) The reactants are [CH2:1]([N:8]([S:48]([CH2:51][CH2:52][CH2:53][Cl:54])(=[O:50])=[O:49])[C:9]([C:11]1[CH:19]=[C:18]2[C:14]([C:15]([CH:42]3[CH2:47][CH2:46][CH2:45][CH2:44][CH2:43]3)=[C:16]([C:36]3[CH:41]=[CH:40][CH:39]=[CH:38][CH:37]=3)[N:17]2[CH2:20][C:21]([N:23]([CH3:35])[CH2:24][CH2:25][N:26](C)[C:27](=O)OC(C)(C)C)=[O:22])=[CH:13][CH:12]=1)=[O:10])[C:2]1[CH:7]=[CH:6][CH:5]=[CH:4][CH:3]=1.C(O)(C(F)(F)F)=O. The catalyst is C(Cl)Cl. The product is [ClH:54].[CH2:1]([N:8]([S:48]([CH2:51][CH2:52][CH2:53][Cl:54])(=[O:49])=[O:50])[C:9]([C:11]1[CH:19]=[C:18]2[C:14]([C:15]([CH:42]3[CH2:43][CH2:44][CH2:45][CH2:46][CH2:47]3)=[C:16]([C:36]3[CH:41]=[CH:40][CH:39]=[CH:38][CH:37]=3)[N:17]2[CH2:20][C:21]([N:23]([CH3:35])[CH2:24][CH2:25][NH:26][CH3:27])=[O:22])=[CH:13][CH:12]=1)=[O:10])[C:2]1[CH:7]=[CH:6][CH:5]=[CH:4][CH:3]=1. The yield is 0.300.